From a dataset of CYP2C19 inhibition data for predicting drug metabolism from PubChem BioAssay. Regression/Classification. Given a drug SMILES string, predict its absorption, distribution, metabolism, or excretion properties. Task type varies by dataset: regression for continuous measurements (e.g., permeability, clearance, half-life) or binary classification for categorical outcomes (e.g., BBB penetration, CYP inhibition). Dataset: cyp2c19_veith. (1) The molecule is COC(=O)C1C2CCC(C2)C1C(=O)OCC(=O)c1ccccc1. The result is 1 (inhibitor). (2) The molecule is CCCN(CCC)S(=O)(=O)c1ccc(C(=O)O)cc1. The result is 0 (non-inhibitor).